From a dataset of Full USPTO retrosynthesis dataset with 1.9M reactions from patents (1976-2016). Predict the reactants needed to synthesize the given product. (1) Given the product [CH3:1][O:2][C:3](=[O:34])[CH2:4][CH2:5][CH2:6][C:7]1[CH:12]=[CH:11][CH:10]=[C:9]([C:13]#[N:14])[C:8]=1[O:15][CH2:16][C@H:17]([OH:33])[CH2:18][NH:19][C:20]([CH3:32])([CH3:31])[CH2:21][CH:22]1[CH2:23][C:24]2[C:29](=[CH:28][CH:27]=[CH:26][CH:25]=2)[CH2:30]1, predict the reactants needed to synthesize it. The reactants are: [CH3:1][O:2][C:3](=[O:34])[CH2:4]/[CH:5]=[CH:6]/[C:7]1[CH:12]=[CH:11][CH:10]=[C:9]([C:13]#[N:14])[C:8]=1[O:15][CH2:16][C@H:17]([OH:33])[CH2:18][NH:19][C:20]([CH3:32])([CH3:31])[CH2:21][CH:22]1[CH2:30][C:29]2[C:24](=[CH:25][CH:26]=[CH:27][CH:28]=2)[CH2:23]1. (2) Given the product [F:35][C:36]([F:55])([F:54])[S:37]([O:24][C:22]1[CH2:23][CH:20]([CH2:19][O:18][Si:1]([C:14]([CH3:17])([CH3:15])[CH3:16])([C:8]2[CH:13]=[CH:12][CH:11]=[CH:10][CH:9]=2)[C:2]2[CH:3]=[CH:4][CH:5]=[CH:6][CH:7]=2)[CH:21]=1)(=[O:39])=[O:38], predict the reactants needed to synthesize it. The reactants are: [Si:1]([O:18][CH2:19][CH:20]1[CH2:23][C:22](=[O:24])[CH2:21]1)([C:14]([CH3:17])([CH3:16])[CH3:15])([C:8]1[CH:13]=[CH:12][CH:11]=[CH:10][CH:9]=1)[C:2]1[CH:7]=[CH:6][CH:5]=[CH:4][CH:3]=1.C[Si]([N-][Si](C)(C)C)(C)C.[Li+].[F:35][C:36]([F:55])([F:54])[S:37](N(C1C=CC=CC=1)[S:37]([C:36]([F:55])([F:54])[F:35])(=[O:39])=[O:38])(=[O:39])=[O:38]. (3) Given the product [CH3:22][NH:23][C:2]1[N:7]=[C:6]([C:8]2[NH:9][C:10]3[C:15]([CH:16]=2)=[CH:14][C:13]([C:17]([O:19][CH2:20][CH3:21])=[O:18])=[CH:12][CH:11]=3)[CH:5]=[CH:4][N:3]=1, predict the reactants needed to synthesize it. The reactants are: Cl[C:2]1[N:7]=[C:6]([C:8]2[NH:9][C:10]3[C:15]([CH:16]=2)=[CH:14][C:13]([C:17]([O:19][CH2:20][CH3:21])=[O:18])=[CH:12][CH:11]=3)[CH:5]=[CH:4][N:3]=1.[CH3:22][NH2:23]. (4) Given the product [CH3:1][C:2]1[CH:6]=[C:5]([C:7]2[CH:8]=[CH:9][C:10]3[N:11]([C:13]([CH2:16][NH2:17])=[N:14][N:15]=3)[N:12]=2)[O:4][N:3]=1, predict the reactants needed to synthesize it. The reactants are: [CH3:1][C:2]1[CH:6]=[C:5]([C:7]2[CH:8]=[CH:9][C:10]3[N:11]([C:13]([CH2:16][NH:17]C(=O)OC(C)(C)C)=[N:14][N:15]=3)[N:12]=2)[O:4][N:3]=1.FC(F)(F)C(O)=O.